This data is from Full USPTO retrosynthesis dataset with 1.9M reactions from patents (1976-2016). The task is: Predict the reactants needed to synthesize the given product. (1) Given the product [N:22]1([C:27]2[N:28]=[CH:29][C:30]([NH:33][C:19]([C:6]3[N:7]([CH2:11][C:12]4[CH:17]=[CH:16][CH:15]=[C:14]([F:18])[CH:13]=4)[C:8]4[C:4]([CH:5]=3)=[CH:3][C:2]([F:1])=[CH:10][CH:9]=4)=[O:20])=[CH:31][N:32]=2)[CH2:26][CH2:25][CH2:24][CH2:23]1, predict the reactants needed to synthesize it. The reactants are: [F:1][C:2]1[CH:3]=[C:4]2[C:8](=[CH:9][CH:10]=1)[N:7]([CH2:11][C:12]1[CH:17]=[CH:16][CH:15]=[C:14]([F:18])[CH:13]=1)[C:6]([C:19](O)=[O:20])=[CH:5]2.[N:22]1([C:27]2[N:32]=[CH:31][C:30]([NH2:33])=[CH:29][N:28]=2)[CH2:26][CH2:25][CH2:24][CH2:23]1. (2) The reactants are: ClCC([NH:5][C:6]([CH3:32])([CH2:8][CH2:9][C:10]1[C:11]([OH:31])=[CH:12][C:13]([OH:30])=[C:14]2[C:19]=1[O:18][C:17]([C:20]1[CH:25]=[CH:24][C:23]([O:26][CH3:27])=[CH:22][CH:21]=1)=[C:16]([OH:28])[C:15]2=[O:29])[CH3:7])=O.NC(N)=S.C(O)(=O)C. Given the product [NH2:5][C:6]([CH3:32])([CH3:7])[CH2:8][CH2:9][C:10]1[C:11]([OH:31])=[CH:12][C:13]([OH:30])=[C:14]2[C:19]=1[O:18][C:17]([C:20]1[CH:21]=[CH:22][C:23]([O:26][CH3:27])=[CH:24][CH:25]=1)=[C:16]([OH:28])[C:15]2=[O:29], predict the reactants needed to synthesize it. (3) The reactants are: Cl[C:2]1[CH:7]=[C:6]([C:8]2[CH:13]=[CH:12][C:11]([O:14][C:15]([F:18])([F:17])[F:16])=[C:10]([F:19])[CH:9]=2)[N:5]=[CH:4][N:3]=1.C(Cl)(Cl)Cl.[CH3:24][N:25](C)C=O. Given the product [F:19][C:10]1[CH:9]=[C:8]([C:6]2[N:5]=[CH:4][N:3]=[C:2]([C:24]#[N:25])[CH:7]=2)[CH:13]=[CH:12][C:11]=1[O:14][C:15]([F:18])([F:17])[F:16], predict the reactants needed to synthesize it. (4) Given the product [Br:1][C:2]1[CH:3]=[C:4]2[C:9](=[CH:10][C:11]=1[OH:12])[CH2:8][N:7]([C:14](=[O:19])[C:15]([F:16])([F:18])[F:17])[CH2:6][CH2:5]2, predict the reactants needed to synthesize it. The reactants are: [Br:1][C:2]1[CH:3]=[C:4]2[C:9](=[CH:10][C:11]=1[O:12]C)[CH2:8][N:7]([C:14](=[O:19])[C:15]([F:18])([F:17])[F:16])[CH2:6][CH2:5]2.B(Br)(Br)Br. (5) Given the product [NH2:11][C:9]1[N:8]=[CH:7][N:6]=[C:5]2[N:4]([C@H:12]3[CH2:17][CH2:16][C@@H:15]([N:18]4[CH2:23][CH2:22][N:21]([CH3:24])[CH2:20][CH2:19]4)[CH2:14][CH2:13]3)[N:3]=[C:2]([C:33]3[CH:34]=[C:35]([NH:39][C:40](=[O:46])[O:41][C:42]([CH3:44])([CH3:43])[CH3:45])[CH:36]=[CH:37][CH:38]=3)[C:10]=12, predict the reactants needed to synthesize it. The reactants are: I[C:2]1[C:10]2[C:5](=[N:6][CH:7]=[N:8][C:9]=2[NH2:11])[N:4]([C@H:12]2[CH2:17][CH2:16][C@@H:15]([N:18]3[CH2:23][CH2:22][N:21]([CH3:24])[CH2:20][CH2:19]3)[CH2:14][CH2:13]2)[N:3]=1.CC1(C)C(C)(C)OB([C:33]2[CH:34]=[C:35]([NH:39][C:40](=[O:46])[O:41][C:42]([CH3:45])([CH3:44])[CH3:43])[CH:36]=[CH:37][CH:38]=2)O1.O.C(=O)([O-])[O-].[Na+].[Na+].C(=O)(O)[O-].[Na+]. (6) Given the product [CH3:16][O:15][C:11]1[CH:10]=[C:9]2[C:14]([CH:5]=[CH:6][CH2:7][CH:8]2[CH2:17][CH2:18][NH:19][C:20](=[O:22])[CH3:21])=[CH:13][CH:12]=1, predict the reactants needed to synthesize it. The reactants are: C(O[CH:5]1[C:14]2[C:9](=[CH:10][C:11]([O:15][CH3:16])=[CH:12][CH:13]=2)[CH:8]([CH2:17][CH2:18][NH:19][C:20](=[O:22])[CH3:21])[CH2:7][CH2:6]1)(=O)C.[OH-].[Na+].Cl. (7) Given the product [CH2:1]([N:5]([C:6]1[CH:7]=[C:8]([B:12]([OH:14])[OH:13])[CH:9]=[CH:10][CH:11]=1)[C:17]([NH:16][CH3:15])=[O:18])[CH2:2][CH2:3][CH3:4], predict the reactants needed to synthesize it. The reactants are: [CH2:1]([NH:5][C:6]1[CH:7]=[C:8]([B:12]([OH:14])[OH:13])[CH:9]=[CH:10][CH:11]=1)[CH2:2][CH2:3][CH3:4].[CH3:15][N:16]=[C:17]=[O:18].